This data is from Catalyst prediction with 721,799 reactions and 888 catalyst types from USPTO. The task is: Predict which catalyst facilitates the given reaction. (1) Reactant: [SH:1][CH2:2][CH2:3][OH:4].N1C=CN=C1.[Si:10](Cl)([C:13]([CH3:16])([CH3:15])[CH3:14])([CH3:12])[CH3:11].O. Product: [C:13]([Si:10]([CH3:12])([CH3:11])[O:4][CH2:3][CH2:2][SH:1])([CH3:16])([CH3:15])[CH3:14]. The catalyst class is: 9. (2) Reactant: [H-].[Al+3].[Li+].[H-].[H-].[H-].[O:7]1[CH2:12][C:11](=O)[NH:10][C:9]2[N:14]=[CH:15][CH:16]=[CH:17][C:8]1=2.O.[OH-].[Na+]. Product: [O:7]1[CH2:12][CH2:11][NH:10][C:9]2[N:14]=[CH:15][CH:16]=[CH:17][C:8]1=2. The catalyst class is: 7. (3) Reactant: [H-].C([Al+]CC(C)C)C(C)C.[NH2:11][C:12]1[C:13]([C:29]2[O:33][C:32]([C:34]3[CH:35]=[C:36]([CH:41]=[CH:42][CH:43]=3)[C:37](OC)=[O:38])=[N:31][N:30]=2)=[N:14][C:15]([C:18]2[CH:23]=[CH:22][C:21]([C:24](=[O:28])[N:25]([CH3:27])[CH3:26])=[CH:20][CH:19]=2)=[CH:16][N:17]=1. Product: [NH2:11][C:12]1[N:17]=[CH:16][C:15]([C:18]2[CH:19]=[CH:20][C:21]([C:24]([N:25]([CH3:27])[CH3:26])=[O:28])=[CH:22][CH:23]=2)=[N:14][C:13]=1[C:29]1[O:33][C:32]([C:34]2[CH:43]=[CH:42][CH:41]=[C:36]([CH2:37][OH:38])[CH:35]=2)=[N:31][N:30]=1. The catalyst class is: 4. (4) Reactant: [N+:1]([C:4]1[CH:5]=[C:6]2[C:10](=[CH:11][CH:12]=1)[NH:9][NH:8][C:7]2=[O:13])([O-:3])=[O:2].C(N(C(C)C)CC)(C)C.[CH3:23][O:24][C:25]1[CH:32]=[CH:31][C:28]([CH2:29]Cl)=[CH:27][CH:26]=1. Product: [CH3:23][O:24][C:25]1[CH:32]=[CH:31][C:28]([CH2:29][N:9]2[C:10]3[C:6](=[CH:5][C:4]([N+:1]([O-:3])=[O:2])=[CH:12][CH:11]=3)[C:7](=[O:13])[NH:8]2)=[CH:27][CH:26]=1. The catalyst class is: 3. (5) The catalyst class is: 8. Reactant: C([O:4][C:5]1[C:14]([O:15]C(=O)C)=[C:13]2[C:8]([C:9](OC)=[C:10]([C:19]3[CH:24]=[CH:23][CH:22]=[CH:21][CH:20]=3)[CH2:11][O:12]2)=[CH:7][CH:6]=1)(=O)C.N1C=CN=C1.[O:32]1C2C(=CC=C(O)C=2O)C=C(C2C=CC(O)=CC=2)[CH2:33]1. Product: [CH3:33][O:32][C:22]1[CH:21]=[CH:20][C:19]([C:10]2[CH2:11][O:12][C:13]3[C:8]([CH:9]=2)=[CH:7][CH:6]=[C:5]([OH:4])[C:14]=3[OH:15])=[CH:24][CH:23]=1. (6) Reactant: [CH2:1]([N:4]([CH2:25][CH2:26][CH3:27])[C:5]1[N:6]([CH3:24])[C:7](=[O:23])[C:8]2[C:13]([C:14]3[CH:19]=[CH:18][C:17]([OH:20])=[CH:16][C:15]=3[F:21])=[CH:12][N:11]([CH3:22])[C:9]=2[N:10]=1)[CH2:2][CH3:3].[H-].[Na+].I[CH3:31]. The catalyst class is: 9. Product: [CH2:25]([N:4]([CH2:1][CH2:2][CH3:3])[C:5]1[N:6]([CH3:24])[C:7](=[O:23])[C:8]2[C:13]([C:14]3[CH:19]=[CH:18][C:17]([O:20][CH3:31])=[CH:16][C:15]=3[F:21])=[CH:12][N:11]([CH3:22])[C:9]=2[N:10]=1)[CH2:26][CH3:27]. (7) Reactant: [H-].[Na+].[CH2:3]([O:10][C:11]([N:13]([CH2:15][C:16]1[NH:17][C:18]2[C:23]([CH:24]=1)=[CH:22][CH:21]=[CH:20][CH:19]=2)[CH3:14])=[O:12])[C:4]1[CH:9]=[CH:8][CH:7]=[CH:6][CH:5]=1.[CH2:25](I)[CH3:26]. The catalyst class is: 18. Product: [CH2:3]([O:10][C:11]([N:13]([CH2:15][C:16]1[N:17]([CH2:25][CH3:26])[C:18]2[C:23]([CH:24]=1)=[CH:22][CH:21]=[CH:20][CH:19]=2)[CH3:14])=[O:12])[C:4]1[CH:5]=[CH:6][CH:7]=[CH:8][CH:9]=1. (8) Reactant: [OH-].[Na+].[C:3]([NH:6][C:7]([CH2:18][C:19]1[CH:20]=[N:21][CH:22]=[CH:23][CH:24]=1)(C(OCC)=O)[C:8]([O:10][CH2:11][CH3:12])=[O:9])(=[O:5])[CH3:4].Cl. Product: [C:3]([NH:6][CH:7]([CH2:18][C:19]1[CH:20]=[N:21][CH:22]=[CH:23][CH:24]=1)[C:8]([O:10][CH2:11][CH3:12])=[O:9])(=[O:5])[CH3:4]. The catalyst class is: 162. (9) Reactant: C([O:3][C:4](=[O:24])[C:5]([O:15][C:16]1[CH:21]=[CH:20][C:19]([F:22])=[C:18]([F:23])[CH:17]=1)([CH3:14])[CH2:6][C:7]1[CH:12]=[CH:11][C:10]([OH:13])=[CH:9][CH:8]=1)C.[C:25]1([C:50]2[CH:55]=[CH:54][CH:53]=[CH:52][CH:51]=2)[CH:30]=[CH:29][CH:28]=[C:27]([C:31]2[O:32][C:33]([CH3:49])=[C:34]([CH2:36][CH2:37]OS(C3C=CC(C)=CC=3)(=O)=O)[N:35]=2)[CH:26]=1.C([O-])([O-])=O.[K+].[K+].[OH-].[Na+]. Product: [C:25]1([C:50]2[CH:51]=[CH:52][CH:53]=[CH:54][CH:55]=2)[CH:30]=[CH:29][CH:28]=[C:27]([C:31]2[O:32][C:33]([CH3:49])=[C:34]([CH2:36][CH2:37][O:13][C:10]3[CH:11]=[CH:12][C:7]([CH2:6][C:5]([O:15][C:16]4[CH:21]=[CH:20][C:19]([F:22])=[C:18]([F:23])[CH:17]=4)([CH3:14])[C:4]([OH:3])=[O:24])=[CH:8][CH:9]=3)[N:35]=2)[CH:26]=1. The catalyst class is: 8. (10) Product: [CH2:16]([O:23][C:24]1[C:25]([N+:32]([O-:34])=[O:33])=[C:26]([F:31])[CH:27]=[C:28]([CH:2]([C:3]([O:5][CH2:6][CH3:7])=[O:4])[C:1]([O:9][C:10]([CH3:12])([CH3:11])[CH3:13])=[O:8])[CH:29]=1)[C:17]1[CH:22]=[CH:21][CH:20]=[CH:19][CH:18]=1. The catalyst class is: 3. Reactant: [C:1]([O:9][C:10]([CH3:13])([CH3:12])[CH3:11])(=[O:8])[CH2:2][C:3]([O:5][CH2:6][CH3:7])=[O:4].[H-].[Na+].[CH2:16]([O:23][C:24]1[CH:29]=[C:28](F)[CH:27]=[C:26]([F:31])[C:25]=1[N+:32]([O-:34])=[O:33])[C:17]1[CH:22]=[CH:21][CH:20]=[CH:19][CH:18]=1.